This data is from NCI-60 drug combinations with 297,098 pairs across 59 cell lines. The task is: Regression. Given two drug SMILES strings and cell line genomic features, predict the synergy score measuring deviation from expected non-interaction effect. Drug 1: CCC(=C(C1=CC=CC=C1)C2=CC=C(C=C2)OCCN(C)C)C3=CC=CC=C3.C(C(=O)O)C(CC(=O)O)(C(=O)O)O. Drug 2: C(CN)CNCCSP(=O)(O)O. Cell line: MDA-MB-435. Synergy scores: CSS=-1.33, Synergy_ZIP=0.121, Synergy_Bliss=-0.455, Synergy_Loewe=-0.815, Synergy_HSA=-0.966.